Task: Predict the reaction yield, written as a fraction of the theoretical maximum amount of product (1.0 means a 100% yield; for example, 0.34 means a 34% yield).. Dataset: Reaction yield outcomes from USPTO patents with 853,638 reactions The reactants are F[C:2]1[CH:7]=[CH:6][C:5]([N+:8]([O-:10])=[O:9])=[CH:4][CH:3]=1.C(N(CC)CC)C.[NH:18]1[CH2:23][CH2:22][O:21][CH2:20][CH2:19]1. The catalyst is CC(O)C. The product is [N+:8]([C:5]1[CH:6]=[CH:7][C:2]([N:18]2[CH2:23][CH2:22][O:21][CH2:20][CH2:19]2)=[CH:3][CH:4]=1)([O-:10])=[O:9]. The yield is 0.980.